This data is from Full USPTO retrosynthesis dataset with 1.9M reactions from patents (1976-2016). The task is: Predict the reactants needed to synthesize the given product. (1) Given the product [CH2:25]([N:24]([CH2:28][CH2:29][CH3:30])[C:22]([CH2:21][O:5][C:4](=[O:6])[CH2:3][CH2:2][NH:1][C:7]([O:9][C:10]([CH3:13])([CH3:12])[CH3:11])=[O:8])=[O:23])[CH2:26][CH3:27], predict the reactants needed to synthesize it. The reactants are: [NH:1]([C:7]([O:9][C:10]([CH3:13])([CH3:12])[CH3:11])=[O:8])[CH2:2][CH2:3][C:4]([OH:6])=[O:5].C(=O)([O-])[O-].[K+].[K+].Cl[CH2:21][C:22]([N:24]([CH2:28][CH2:29][CH3:30])[CH2:25][CH2:26][CH3:27])=[O:23].O. (2) Given the product [CH3:1][O:2][C:3](=[O:24])[C:4]([NH:7][C:8]([C:10]1[CH:19]=[CH:18][C:17]2[C:12](=[CH:13][CH:14]=[CH:15][CH:16]=2)[C:11]=1[O:20][CH2:21][CH2:22][O:23][C:28]1[CH:27]=[C:26]([F:25])[CH:31]=[C:30]([F:32])[CH:29]=1)=[O:9])([CH3:6])[CH3:5], predict the reactants needed to synthesize it. The reactants are: [CH3:1][O:2][C:3](=[O:24])[C:4]([NH:7][C:8]([C:10]1[CH:19]=[CH:18][C:17]2[C:12](=[CH:13][CH:14]=[CH:15][CH:16]=2)[C:11]=1[O:20][CH2:21][CH2:22][OH:23])=[O:9])([CH3:6])[CH3:5].[F:25][C:26]1[CH:27]=[C:28](O)[CH:29]=[C:30]([F:32])[CH:31]=1.C1(P(C2C=CC=CC=2)C2C=CC=CC=2)C=CC=CC=1.CC(OC(/N=N/C(OC(C)C)=O)=O)C. (3) Given the product [C:1]([O:5][C:6](=[O:32])[CH2:7][O:8][CH2:9][CH2:10][CH2:11][CH2:12][S:13]([C:14]1[CH:19]=[N:18][C:17]([C:20]2[CH:21]=[CH:22][CH:23]=[CH:24][CH:25]=2)=[C:16]([C:26]2[CH:31]=[CH:30][CH:29]=[CH:28][CH:27]=2)[N:15]=1)=[O:38])([CH3:4])([CH3:2])[CH3:3], predict the reactants needed to synthesize it. The reactants are: [C:1]([O:5][C:6](=[O:32])[CH2:7][O:8][CH2:9][CH2:10][CH2:11][CH2:12][S:13][C:14]1[CH:19]=[N:18][C:17]([C:20]2[CH:25]=[CH:24][CH:23]=[CH:22][CH:21]=2)=[C:16]([C:26]2[CH:31]=[CH:30][CH:29]=[CH:28][CH:27]=2)[N:15]=1)([CH3:4])([CH3:3])[CH3:2].ClC1C=C(C=CC=1)C(OO)=[O:38].[OH-].[Na+]. (4) Given the product [CH3:13][O:12][C:9]1[CH:10]=[C:11]2[C:6](=[CH:7][C:8]=1[O:14][CH3:15])[N:5]=[CH:4][C:3]([C:16]([NH2:18])=[O:17])=[C:2]2[NH:22][C:21]1[CH:23]=[CH:24][CH:25]=[C:26]([CH3:27])[C:20]=1[CH3:19], predict the reactants needed to synthesize it. The reactants are: Cl[C:2]1[C:11]2[C:6](=[CH:7][C:8]([O:14][CH3:15])=[C:9]([O:12][CH3:13])[CH:10]=2)[N:5]=[CH:4][C:3]=1[C:16]([NH2:18])=[O:17].[CH3:19][C:20]1[C:26]([CH3:27])=[CH:25][CH:24]=[CH:23][C:21]=1[NH2:22].C(O)(=O)C.[OH-].[Na+]. (5) Given the product [NH2:15][C:14]1[CH:13]=[CH:12][C:11]([CH2:18][CH:19]([CH3:24])[C:20](=[O:23])[CH2:21][CH3:22])=[CH:10][C:9]=1[O:8][CH2:1][C:2]1[CH:3]=[CH:4][CH:5]=[CH:6][CH:7]=1, predict the reactants needed to synthesize it. The reactants are: [CH2:1]([O:8][C:9]1[CH:10]=[C:11]([CH2:18][CH:19]([CH3:24])[C:20](=[O:23])[CH2:21][CH3:22])[CH:12]=[CH:13][C:14]=1[N+:15]([O-])=O)[C:2]1[CH:7]=[CH:6][CH:5]=[CH:4][CH:3]=1. (6) Given the product [ClH:20].[CH:1]1([O:6][C:7]2[C:15]([O:16][CH3:17])=[CH:14][CH:13]=[CH:12][C:8]=2[CH2:9][NH2:10])[CH2:2][CH2:3][CH2:4][CH2:5]1, predict the reactants needed to synthesize it. The reactants are: [CH:1]1([O:6][C:7]2[C:15]([O:16][CH3:17])=[CH:14][CH:13]=[CH:12][C:8]=2[CH:9]=[N:10]O)[CH2:5][CH2:4][CH2:3][CH2:2]1.[H][H].[ClH:20]. (7) Given the product [CH3:35][NH:27][C@@H:24]1[CH2:25][CH2:26][N:22]([C:3]2[C:2]([C:38]3[CH:37]=[N:36][CH:41]=[CH:40][CH:39]=3)=[CH:7][C:6]([C:8]([NH:9][C:10]3[CH:11]=[CH:12][C:13]([O:16][C:17]([F:20])([F:18])[F:19])=[CH:14][CH:15]=3)=[O:21])=[CH:5][N:4]=2)[CH2:23]1, predict the reactants needed to synthesize it. The reactants are: Br[C:2]1[C:3]([N:22]2[CH2:26][CH2:25][C@@H:24]([N:27]([CH3:35])C(=O)OC(C)(C)C)[CH2:23]2)=[N:4][CH:5]=[C:6]([C:8](=[O:21])[NH:9][C:10]2[CH:15]=[CH:14][C:13]([O:16][C:17]([F:20])([F:19])[F:18])=[CH:12][CH:11]=2)[CH:7]=1.[N:36]1[CH:41]=[CH:40][CH:39]=[C:38](B(O)O)[CH:37]=1. (8) Given the product [Cl:1][C:2]1[CH:7]=[CH:6][C:5]([C:8]2[N:12]([CH:13]([CH:16]3[CH2:17][CH2:18][CH2:19][CH2:20][CH2:21]3)[CH2:14][O:15][CH2:31][CH:32]3[CH2:37][CH2:36][CH2:35][CH2:34][CH2:33]3)[C:11]3[CH:22]=[C:23]([F:27])[C:24]([F:26])=[CH:25][C:10]=3[N:9]=2)=[CH:4][CH:3]=1, predict the reactants needed to synthesize it. The reactants are: [Cl:1][C:2]1[CH:7]=[CH:6][C:5]([C:8]2[N:12]([CH:13]([CH:16]3[CH2:21][CH2:20][CH2:19][CH2:18][CH2:17]3)[CH2:14][OH:15])[C:11]3[CH:22]=[C:23]([F:27])[C:24]([F:26])=[CH:25][C:10]=3[N:9]=2)=[CH:4][CH:3]=1.[H-].[Na+].Br[CH2:31][CH:32]1[CH2:37][CH2:36][CH2:35][CH2:34][CH2:33]1.C(OCC)(=O)C.